From a dataset of Forward reaction prediction with 1.9M reactions from USPTO patents (1976-2016). Predict the product of the given reaction. (1) Given the reactants CC(C(=C)CC(C)C)CO.[CH2:11]([CH:13]([C:19](=[CH2:24])[CH2:20][CH:21]([CH3:23])[CH3:22])[C:14](OCC)=[O:15])[CH3:12].[H-].[H-].[H-].[H-].[Li+].[Al+3], predict the reaction product. The product is: [CH2:11]([CH:13]([C:19](=[CH2:24])[CH2:20][CH:21]([CH3:23])[CH3:22])[CH2:14][OH:15])[CH3:12]. (2) Given the reactants [C:1]([O:5][C:6]([NH:8][CH:9]([CH2:13][NH:14][C:15]1[CH:20]=[CH:19][CH:18]=[CH:17][C:16]=1[N+:21]([O-])=O)[C:10]([OH:12])=[O:11])=[O:7])([CH3:4])([CH3:3])[CH3:2], predict the reaction product. The product is: [C:1]([O:5][C:6]([NH:8][C@@H:9]([CH2:13][NH:14][C:15]1[CH:20]=[CH:19][CH:18]=[CH:17][C:16]=1[NH2:21])[C:10]([OH:12])=[O:11])=[O:7])([CH3:4])([CH3:2])[CH3:3]. (3) Given the reactants [Li+].[OH-].[O:3]=[C:4]1[N:10]([CH:11]2[CH2:16][CH2:15][N:14]([C:17]([O:19][C@H:20]([CH2:41][C:42]3[CH:47]=[C:46]([CH3:48])[C:45]([NH2:49])=[C:44]([CH3:50])[CH:43]=3)[C:21]([N:23]3[CH2:28][CH2:27][CH:26]([CH:29]4[CH2:34][CH2:33][N:32]([CH2:35][C:36]([O:38]CC)=[O:37])[CH2:31][CH2:30]4)[CH2:25][CH2:24]3)=[O:22])=[O:18])[CH2:13][CH2:12]2)[CH2:9][CH2:8][C:7]2[CH:51]=[CH:52][CH:53]=[CH:54][C:6]=2[NH:5]1, predict the reaction product. The product is: [O:3]=[C:4]1[N:10]([CH:11]2[CH2:12][CH2:13][N:14]([C:17]([O:19][C@H:20]([CH2:41][C:42]3[CH:47]=[C:46]([CH3:48])[C:45]([NH2:49])=[C:44]([CH3:50])[CH:43]=3)[C:21]([N:23]3[CH2:24][CH2:25][CH:26]([CH:29]4[CH2:34][CH2:33][N:32]([CH2:35][C:36]([OH:38])=[O:37])[CH2:31][CH2:30]4)[CH2:27][CH2:28]3)=[O:22])=[O:18])[CH2:15][CH2:16]2)[CH2:9][CH2:8][C:7]2[CH:51]=[CH:52][CH:53]=[CH:54][C:6]=2[NH:5]1. (4) Given the reactants O=[C:2]1[C:10]2C(=CC=CC=2)C(=O)[N:3]1[O:12][CH2:13][C:14]([NH2:16])=[O:15].O.NN.CO.[N:22]1[C:31]2[C:26](=[CH:27][C:28]([CH2:32][C:33]3[N:37]4[N:38]=[C:39](C(=O)C)[CH:40]=[CH:41][C:36]4=[N:35][N:34]=3)=[CH:29][CH:30]=2)[CH:25]=[CH:24][CH:23]=1, predict the reaction product. The product is: [N:22]1[C:31]2[C:26](=[CH:27][C:28]([CH2:32][C:33]3[N:37]4[N:38]=[C:39](/[C:2](=[N:3]/[O:12][CH2:13][C:14]([NH2:16])=[O:15])/[CH3:10])[CH:40]=[CH:41][C:36]4=[N:35][N:34]=3)=[CH:29][CH:30]=2)[CH:25]=[CH:24][CH:23]=1.